This data is from Ames mutagenicity test results for genotoxicity prediction. The task is: Regression/Classification. Given a drug SMILES string, predict its toxicity properties. Task type varies by dataset: regression for continuous values (e.g., LD50, hERG inhibition percentage) or binary classification for toxic/non-toxic outcomes (e.g., AMES mutagenicity, cardiotoxicity, hepatotoxicity). Dataset: ames. (1) The molecule is O=NN1CSCC1C(=O)O. The result is 0 (non-mutagenic). (2) The molecule is O=[N+]([O-])c1c2ccccc2c2ccc3cccc4ccc1c2c43. The result is 1 (mutagenic). (3) The drug is c1ccc2c(c1)-c1cccc3c1c-2cc1ccccc13. The result is 1 (mutagenic). (4) The drug is CCC(C)=O. The result is 0 (non-mutagenic). (5) The molecule is CC(=O)ON(OCc1ccc(Oc2ccccc2)cc1)C(=O)c1ccccc1. The result is 1 (mutagenic).